This data is from Reaction yield outcomes from USPTO patents with 853,638 reactions. The task is: Predict the reaction yield, written as a fraction of the theoretical maximum amount of product (1.0 means a 100% yield; for example, 0.34 means a 34% yield). (1) The reactants are [C:1]([O:5][C:6](=[O:17])[CH2:7]/[N:8]=[CH:9]/[CH2:10][C:11]([CH3:16])([CH3:15])[CH2:12][O:13][CH3:14])([CH3:4])([CH3:3])[CH3:2].[Cl:18][C:19]1[C:20]([F:37])=[C:21](/[CH:25]=[C:26](/[C:29]2[CH:34]=[CH:33][C:32]([Cl:35])=[CH:31][C:30]=2[F:36])\[C:27]#[N:28])[CH:22]=[CH:23][CH:24]=1.C(N(CC)CC)C.C1CCN2C(=NCCC2)CC1. The catalyst is ClCCl.C(O)(C)(C)C. The product is [C:1]([O:5][C:6]([CH:7]1[CH:25]([C:21]2[CH:22]=[CH:23][CH:24]=[C:19]([Cl:18])[C:20]=2[F:37])[C:26]([C:29]2[CH:34]=[CH:33][C:32]([Cl:35])=[CH:31][C:30]=2[F:36])([C:27]#[N:28])[CH:9]([CH2:10][C:11]([CH3:16])([CH3:15])[CH2:12][O:13][CH3:14])[NH:8]1)=[O:17])([CH3:4])([CH3:3])[CH3:2]. The yield is 0.590. (2) The reactants are Cl[C:2]1[CH:17]=[CH:16][CH:15]=[C:14]2[C:3]=1[C:4](=[O:18])[C:5]1[C:13]3[C:12]2=[N:11][NH:10][C:9]=3[CH:8]=[CH:7][CH:6]=1.[NH2:19][CH2:20][CH2:21][CH2:22][CH2:23][CH2:24][OH:25]. The product is [OH:25][CH2:24][CH2:23][CH2:22][CH2:21][CH2:20][NH:19][C:2]1[CH:17]=[CH:16][CH:15]=[C:14]2[C:3]=1[C:4](=[O:18])[C:5]1[C:13]3[C:12]2=[N:11][NH:10][C:9]=3[CH:8]=[CH:7][CH:6]=1. The catalyst is N1C=CC=CC=1. The yield is 0.470. (3) The reactants are Br[C:2]1[N:7]=[C:6]2[N:8]([CH2:11][C:12]3[CH:13]=[C:14]4[C:19](=[CH:20][C:21]=3[F:22])[N:18]=[CH:17][CH:16]=[CH:15]4)[N:9]=[N:10][C:5]2=[N:4][CH:3]=1.C(OC([N:30]1[CH:34]=[C:33](B2OC(C)(C)C(C)(C)O2)[CH:32]=[N:31]1)=O)(C)(C)C.[F-].[Cs+].C(Cl)Cl. The catalyst is C(COC)OC.C1C=CC(P(C2C=CC=CC=2)[C-]2C=CC=C2)=CC=1.C1C=CC(P(C2C=CC=CC=2)[C-]2C=CC=C2)=CC=1.Cl[Pd]Cl.[Fe+2].O. The product is [F:22][C:21]1[CH:20]=[C:19]2[C:14]([CH:15]=[CH:16][CH:17]=[N:18]2)=[CH:13][C:12]=1[CH2:11][N:8]1[C:6]2=[N:7][C:2]([C:33]3[CH:34]=[N:30][NH:31][CH:32]=3)=[CH:3][N:4]=[C:5]2[N:10]=[N:9]1. The yield is 0.910. (4) The reactants are [CH3:1][C:2]1[C:3]([CH2:14][S:15]([C:17]2[NH:21][C:20]3[CH:22]=[CH:23][CH:24]=[CH:25][C:19]=3[N:18]=2)=[O:16])=[N:4][CH:5]=[CH:6][C:7]=1[O:8][CH2:9][C:10]([F:13])([F:12])[F:11].CCN(CC)CC.[C:33]1([CH3:61])[CH:38]=[CH:37][C:36]([S:39]([CH2:42][CH2:43][O:44][C:45](=[O:60])[CH2:46][CH2:47][C:48]2[CH:53]=[C:52]([S:54](Cl)(=[O:56])=[O:55])[CH:51]=[CH:50][C:49]=2[O:58][CH3:59])(=[O:41])=[O:40])=[CH:35][CH:34]=1.C([O-])(O)=O.[Na+]. The catalyst is C(Cl)Cl. The product is [C:33]1([CH3:61])[CH:38]=[CH:37][C:36]([S:39]([CH2:42][CH2:43][O:44][C:45](=[O:60])[CH2:46][CH2:47][C:48]2[CH:53]=[C:52]([S:54]([N:21]3[C:20]4[CH:22]=[CH:23][CH:24]=[CH:25][C:19]=4[N:18]=[C:17]3[S:15]([CH2:14][C:3]3[C:2]([CH3:1])=[C:7]([O:8][CH2:9][C:10]([F:13])([F:11])[F:12])[CH:6]=[CH:5][N:4]=3)=[O:16])(=[O:56])=[O:55])[CH:51]=[CH:50][C:49]=2[O:58][CH3:59])(=[O:41])=[O:40])=[CH:35][CH:34]=1. The yield is 0.700.